Dataset: Blood-brain barrier permeability classification from the B3DB database. Task: Regression/Classification. Given a drug SMILES string, predict its absorption, distribution, metabolism, or excretion properties. Task type varies by dataset: regression for continuous measurements (e.g., permeability, clearance, half-life) or binary classification for categorical outcomes (e.g., BBB penetration, CYP inhibition). Dataset: b3db_classification. (1) The molecule is CN(C)[C@@H]1C(=O)C(C(N)=O)=C(O)C2(O)C(=O)C3=C(O)c4c(O)cccc4[C@@H](O)[C@H]3C[C@@H]12. The result is 0 (does not penetrate BBB). (2) The molecule is CC(C)(Oc1ccccc1)C(=O)N[C@@H]1C(=O)N2[C@@H](C(=O)O)C(C)(C)S[C@H]12. The result is 0 (does not penetrate BBB). (3) The drug is CC[C@@]12CCN(CC3(O)CC3)[C@@H](Cc3ccc(O)cc31)C2(C)C. The result is 1 (penetrates BBB). (4) The compound is Cc1c(O)cccc1C(=O)N[C@@H](CSc1ccccc1)[C@H](O)CN1C[C@H]2CCCC[C@H]2C[C@H]1C(=O)NC(C)(C)C. The result is 0 (does not penetrate BBB). (5) The molecule is CNCCCC1(C)CN(c2ccccc2)c2ccccc21. The result is 1 (penetrates BBB). (6) The compound is CCC(=O)OC1(C(=O)COC(C)=O)CCC2C3CC(C)C4=CC(=O)C=CC4(C)C3C(O)CC21C. The result is 1 (penetrates BBB). (7) The drug is CN1CCN(C2=Nc3ccccc3Sc3nccn32)CC1. The result is 1 (penetrates BBB).